Dataset: Reaction yield outcomes from USPTO patents with 853,638 reactions. Task: Predict the reaction yield, written as a fraction of the theoretical maximum amount of product (1.0 means a 100% yield; for example, 0.34 means a 34% yield). (1) The product is [CH3:24][O:23][C:7]1[C:8]([CH3:22])=[C:9]2[C:4]([C:1]([OH:3])=[CH:2][C:11]([C:13]3[S:14][CH:15]=[C:16]([C:18]([F:21])([F:20])[F:19])[N:17]=3)=[N:10]2)=[CH:5][CH:6]=1. The reactants are [C:1]([C:4]1[C:9]([NH:10][C:11]([C:13]2[S:14][CH2:15][CH:16]([C:18]([F:21])([F:20])[F:19])[N:17]=2)=O)=[C:8]([CH3:22])[C:7]([O:23][CH3:24])=[CH:6][CH:5]=1)(=[O:3])[CH3:2].CC(C)([O-])C.[K+]. The catalyst is CC(O)(C)C. The yield is 0.890. (2) The reactants are Cl[C:2]1[CH:3]=[C:4]([N:9]2[C:13]3[C:14](=[O:31])[N:15]([C:18]4[CH:23]=[CH:22][C:21]([N:24]5[CH2:29][CH2:28][CH2:27][CH2:26][C:25]5=[O:30])=[CH:20][CH:19]=4)[CH2:16][CH2:17][C:12]=3[C:11]([C:32]([F:35])([F:34])[F:33])=[N:10]2)[CH:5]=[CH:6][C:7]=1[F:8].C[C:37]([N:39](C)C)=O. The catalyst is [C-]#N.[C-]#N.[Zn+2].C1C=CC(/C=C/C(/C=C/C2C=CC=CC=2)=O)=CC=1.C1C=CC(/C=C/C(/C=C/C2C=CC=CC=2)=O)=CC=1.C1C=CC(/C=C/C(/C=C/C2C=CC=CC=2)=O)=CC=1.[Pd].[Pd].C1C=CC(P(C2C=CC=CC=2)[C-]2C=CC=C2)=CC=1.C1C=CC(P(C2C=CC=CC=2)[C-]2C=CC=C2)=CC=1.[Fe+2].[Zn]. The product is [F:8][C:7]1[CH:6]=[CH:5][C:4]([N:9]2[C:13]3[C:14](=[O:31])[N:15]([C:18]4[CH:19]=[CH:20][C:21]([N:24]5[CH2:29][CH2:28][CH2:27][CH2:26][C:25]5=[O:30])=[CH:22][CH:23]=4)[CH2:16][CH2:17][C:12]=3[C:11]([C:32]([F:35])([F:34])[F:33])=[N:10]2)=[CH:3][C:2]=1[C:37]#[N:39]. The yield is 0.500. (3) The reactants are Br[C:2]1[C:3]([NH2:22])=[N:4][CH:5]=[C:6]([C:8]2[CH:13]=[CH:12][C:11]([O:14][Si:15]([C:18]([CH3:21])([CH3:20])[CH3:19])([CH3:17])[CH3:16])=[CH:10][CH:9]=2)[N:7]=1.[C:23]1(B(O)O)[C:32]2[C:27](=[CH:28][CH:29]=[CH:30][CH:31]=2)[CH:26]=[CH:25][CH:24]=1.C([O-])([O-])=O.[Na+].[Na+].O. The catalyst is C1(C)C=CC=CC=1.C(O)C.Cl[Pd](Cl)([P](C1C=CC=CC=1)(C1C=CC=CC=1)C1C=CC=CC=1)[P](C1C=CC=CC=1)(C1C=CC=CC=1)C1C=CC=CC=1. The product is [Si:15]([O:14][C:11]1[CH:12]=[CH:13][C:8]([C:6]2[N:7]=[C:2]([C:31]3[C:32]4[C:27](=[CH:26][CH:25]=[CH:24][CH:23]=4)[CH:28]=[CH:29][CH:30]=3)[C:3]([NH2:22])=[N:4][CH:5]=2)=[CH:9][CH:10]=1)([C:18]([CH3:21])([CH3:20])[CH3:19])([CH3:17])[CH3:16]. The yield is 0.865. (4) The reactants are [NH2:1][OH:2].[Br:3][C:4]1[CH:5]=[C:6]([CH:9]=[C:10]([Br:13])[C:11]=1[OH:12])[C:7]#[N:8]. The catalyst is O.C(O)C. The product is [Br:3][C:4]1[CH:5]=[C:6]([CH:9]=[C:10]([Br:13])[C:11]=1[OH:12])[C:7](=[N:1][OH:2])[NH2:8]. The yield is 0.750. (5) The reactants are [Br:1][C:2]1[CH:3]=[C:4]2[C:8](=[CH:9][CH:10]=1)[NH:7][C:6](=[O:11])[C:5]2=O.[NH:13]([C:15]([C:17]1[CH:22]=[CH:21][C:20]([NH:23][C:24](=[O:33])[CH2:25][O:26][C:27]2[CH:32]=[CH:31][CH:30]=[CH:29][CH:28]=2)=[CH:19][CH:18]=1)=[O:16])[NH2:14]. The catalyst is C(O)(=O)C. The product is [Br:1][C:2]1[CH:3]=[C:4]2[C:8](=[CH:9][CH:10]=1)[NH:7][C:6](=[O:11])[C:5]2=[N:14][NH:13][C:15]([C:17]1[CH:18]=[CH:19][C:20]([NH:23][C:24](=[O:33])[CH2:25][O:26][C:27]2[CH:28]=[CH:29][CH:30]=[CH:31][CH:32]=2)=[CH:21][CH:22]=1)=[O:16]. The yield is 0.0200. (6) The reactants are [F:1][C:2]([F:14])([F:13])[O:3][C:4]1[CH:12]=[CH:11][C:7]([C:8]([OH:10])=O)=[CH:6][CH:5]=1.CN(C(ON1N=NC2C=CC=NC1=2)=[N+](C)C)C.F[P-](F)(F)(F)(F)F.CCN(C(C)C)C(C)C.[NH2:48][C:49]([CH3:67])([CH2:52][O:53][C:54]1[CH:55]=[CH:56][C:57]2[CH2:61][O:60][B:59]([OH:62])[C:58]=2[C:63]=1[N+:64]([O-])=O)[C:50]#[N:51]. The catalyst is CN(C=O)C. The product is [NH2:64][C:63]1[C:58]2[B:59]([OH:62])[O:60][CH2:61][C:57]=2[CH:56]=[CH:55][C:54]=1[O:53][CH2:52][C:49]([NH:48][C:8](=[O:10])[C:7]1[CH:6]=[CH:5][C:4]([O:3][C:2]([F:1])([F:14])[F:13])=[CH:12][CH:11]=1)([C:50]#[N:51])[CH3:67]. The yield is 0.130. (7) The reactants are [CH3:1]C(C)([O-])C.[K+].[CH3:7][O:8][P:9]([CH2:13][C:14]([C:16]1([C:19](=O)[CH2:20][CH2:21][CH2:22][CH2:23][CH3:24])[CH2:18][CH2:17]1)=[O:15])([O:11][CH3:12])=[O:10].[NH4+].[Cl-].O. The catalyst is [Br-].C[P+](C1C=CC=CC=1)(C1C=CC=CC=1)C1C=CC=CC=1.O1CCCC1. The product is [CH3:7][O:8][P:9]([CH2:13][C:14]([C:16]1([C:19](=[CH2:1])[CH2:20][CH2:21][CH2:22][CH2:23][CH3:24])[CH2:18][CH2:17]1)=[O:15])([O:11][CH3:12])=[O:10]. The yield is 0.680.